Dataset: Reaction yield outcomes from USPTO patents with 853,638 reactions. Task: Predict the reaction yield, written as a fraction of the theoretical maximum amount of product (1.0 means a 100% yield; for example, 0.34 means a 34% yield). (1) The reactants are [CH3:1][C:2]([O:6][CH2:7][CH:8]1[CH2:10][O:9]1)([CH3:5])[CH2:3][OH:4].C12(CS(O)(=O)=O)C(C)(C)C(CC1)CC2=O.C(=O)([O-])O.[Na+]. The catalyst is ClCCl. The product is [CH3:1][C:2]1([CH3:5])[CH2:3][O:4][CH:8]([CH2:10][OH:9])[CH2:7][O:6]1. The yield is 0.570. (2) The reactants are OC[C:3]1[C:16]2[C:11](=[CH:12][CH:13]=[CH:14][CH:15]=2)[C:10](CNC)=[C:9]2[C:4]=1[CH:5]=[CH:6][CH:7]=[CH:8]2.[C:20]([O-])([O-])=O.[K+].[K+]. The catalyst is C(#N)C. The product is [CH3:20][C:11]1[C:16]2[C:15](=[CH:10][C:9]3[C:4]([CH:3]=2)=[CH:5][CH:6]=[CH:7][CH:8]=3)[CH:14]=[CH:13][CH:12]=1. The yield is 0.516. (3) The reactants are [CH2:1]([NH:8][C:9]1[N:13]([CH2:14][C:15]([CH3:18])([OH:17])[CH3:16])[N:12]=[C:11](Br)[N:10]=1)[C:2]1[CH:7]=[CH:6][CH:5]=[CH:4][CH:3]=1.Cl.Cl.[CH3:22][O:23][C:24]1[CH:25]=[C:26]([CH:28]=[CH:29][C:30]=1[N:31]1[CH:35]=[C:34]([CH3:36])[N:33]=[CH:32]1)[NH2:27].C(=O)([O-])[O-].[Cs+].[Cs+].CC1(C)C2C(=C(P(C3C=CC=CC=3)C3C=CC=CC=3)C=CC=2)OC2C(P(C3C=CC=CC=3)C3C=CC=CC=3)=CC=CC1=2. The catalyst is O1CCOCC1.CN(C)C(=O)C.CC([O-])=O.CC([O-])=O.[Pd+2]. The product is [CH2:1]([NH:8][C:9]1[N:13]([CH2:14][C:15]([CH3:18])([OH:17])[CH3:16])[N:12]=[C:11]([NH:27][C:26]2[CH:28]=[CH:29][C:30]([N:31]3[CH:35]=[C:34]([CH3:36])[N:33]=[CH:32]3)=[C:24]([O:23][CH3:22])[CH:25]=2)[N:10]=1)[C:2]1[CH:7]=[CH:6][CH:5]=[CH:4][CH:3]=1. The yield is 0.430. (4) The reactants are [CH2:1]([O:3][C:4]([C:6]1[CH:7]=[N:8][N:9]([C:11](=[NH:23])[NH:12][C:13]2[CH:14]=[CH:15][C:16]3[S:20][CH:19]=[N:18][C:17]=3[C:21]=2Br)[CH:10]=1)=[O:5])[CH3:2].N1C2C(=CC=C3C=2N=CC=C3)C=CC=1.C(=O)([O-])[O-].[Cs+].[Cs+]. The catalyst is [Cu]I.COCCOC. The product is [CH2:1]([O:3][C:4]([C:6]1[CH:7]=[N:8][N:9]([C:11]2[NH:23][C:21]3[C:17]4[N:18]=[CH:19][S:20][C:16]=4[CH:15]=[CH:14][C:13]=3[N:12]=2)[CH:10]=1)=[O:5])[CH3:2]. The yield is 0.210.